The task is: Regression/Classification. Given a drug SMILES string, predict its toxicity properties. Task type varies by dataset: regression for continuous values (e.g., LD50, hERG inhibition percentage) or binary classification for toxic/non-toxic outcomes (e.g., AMES mutagenicity, cardiotoxicity, hepatotoxicity). Dataset: ames.. This data is from Ames mutagenicity test results for genotoxicity prediction. (1) The drug is ClCCNCCCl. The result is 1 (mutagenic). (2) The drug is Oc1cc(O)ncn1. The result is 0 (non-mutagenic). (3) The drug is C[C@@H](O)c1cc2ccc3cccc4ccc(c1)c2c34. The result is 1 (mutagenic). (4) The compound is CCOc1ccc([N+](=O)[O-])cc1. The result is 1 (mutagenic). (5) The compound is O=C(Cl)c1ccccc1. The result is 1 (mutagenic). (6) The molecule is COCC1CO1. The result is 1 (mutagenic).